Dataset: Forward reaction prediction with 1.9M reactions from USPTO patents (1976-2016). Task: Predict the product of the given reaction. (1) Given the reactants Cl[C:2]1[C:11]2[C:6](=[CH:7][C:8]([Cl:12])=[CH:9][CH:10]=2)[N:5]=[CH:4][CH:3]=1.[NH2:13][C@H:14]1[CH2:19][CH2:18][C@@H:17]([NH2:20])[CH2:16][CH2:15]1, predict the reaction product. The product is: [Cl:12][C:8]1[CH:7]=[C:6]2[C:11]([C:2]([NH:13][C@H:14]3[CH2:19][CH2:18][C@@H:17]([NH2:20])[CH2:16][CH2:15]3)=[CH:3][CH:4]=[N:5]2)=[CH:10][CH:9]=1. (2) Given the reactants [CH:1](=O)[CH3:2].[NH2:4][C:5]1[C:6](=[O:11])[NH:7][CH:8]=[CH:9][CH:10]=1.P(O)(O[C:22]1[CH:27]=[CH:26][CH:25]=[CH:24][CH:23]=1)(O[C:22]1[CH:27]=[CH:26][CH:25]=[CH:24][CH:23]=1)=O.[CH:29](/[NH:32][C:33](=[O:42])[O:34][CH2:35]C1C=CC=CC=1)=[CH:30]\[CH3:31], predict the reaction product. The product is: [CH3:1][C@H:2]1[C@H:30]([CH3:31])[C@@H:29]([NH:32][C:33](=[O:42])[O:34][CH2:35][C:22]2[CH:23]=[CH:24][CH:25]=[CH:26][CH:27]=2)[C:10]2[CH:9]=[CH:8][NH:7][C:6](=[O:11])[C:5]=2[NH:4]1.